This data is from Reaction yield outcomes from USPTO patents with 853,638 reactions. The task is: Predict the reaction yield, written as a fraction of the theoretical maximum amount of product (1.0 means a 100% yield; for example, 0.34 means a 34% yield). (1) The reactants are Br[C:2]1[CH:3]=[C:4]2[C:11]3([N:15]=[C:14]([NH2:16])[C:13]([CH3:17])=[N:12]3)[CH2:10][CH2:9][O:8][C:5]2=[CH:6][CH:7]=1.[Cl:18][C:19]1[CH:20]=[C:21](B(O)O)[CH:22]=[N:23][CH:24]=1.C([O-])([O-])=O.[K+].[K+]. The catalyst is O1CCOCC1.Cl[Pd]Cl.C1(P(C2C=CC=CC=2)[C-]2C=CC=C2)C=CC=CC=1.[C-]1(P(C2C=CC=CC=2)C2C=CC=CC=2)C=CC=C1.[Fe+2]. The product is [Cl:18][C:19]1[CH:20]=[C:21]([C:2]2[CH:3]=[C:4]3[C:11]4([N:15]=[C:14]([NH2:16])[C:13]([CH3:17])=[N:12]4)[CH2:10][CH2:9][O:8][C:5]3=[CH:6][CH:7]=2)[CH:22]=[N:23][CH:24]=1. The yield is 0.630. (2) The yield is 0.590. The reactants are [CH2:1]([N:3]1[CH2:8][C:7]([CH3:10])([CH3:9])[O:6][C:5](=[O:11])[CH:4]1[CH2:12][C:13]([OH:15])=O)[CH3:2].C(N(C(C)C)CC)(C)C.CN(C(ON1N=N[C:35]2[CH:36]=[CH:37][CH:38]=[N:39][C:34]1=2)=[N+](C)C)C.F[P-](F)(F)(F)(F)F.C1(N)CCCC1. The catalyst is CN(C=O)C. The product is [CH:34]1([NH:39][C:13](=[O:15])[CH2:12][CH:4]2[C:5](=[O:11])[O:6][C:7]([CH3:9])([CH3:10])[CH2:8][N:3]2[CH2:1][CH3:2])[CH2:35][CH2:36][CH2:37][CH2:38]1. (3) The reactants are [CH2:1]([O:3][P:4]([C:9]1[S:10][C:11]([CH:14]2N(C)CCN2C)=[CH:12][CH:13]=1)(=[O:8])[O:5][CH2:6][CH3:7])[CH3:2].S(=O)(=O)(O)[OH:22]. The catalyst is O. The product is [CH2:6]([O:5][P:4]([C:9]1[S:10][C:11]([CH:14]=[O:22])=[CH:12][CH:13]=1)(=[O:8])[O:3][CH2:1][CH3:2])[CH3:7]. The yield is 0.483. (4) The reactants are [CH3:1][N:2]([CH3:16])[C:3]([C:5]1[CH:6]=[C:7]([CH2:11][S:12](O)(=[O:14])=[O:13])[CH:8]=[CH:9][CH:10]=1)=[O:4].S(Cl)([Cl:19])=O. The catalyst is C(Cl)Cl. The product is [CH3:1][N:2]([CH3:16])[C:3]([C:5]1[CH:6]=[C:7]([CH2:11][S:12]([Cl:19])(=[O:14])=[O:13])[CH:8]=[CH:9][CH:10]=1)=[O:4]. The yield is 0.660. (5) The reactants are C(=O)([O-])[O-].[K+].[K+].C1(N2CCC3C(=CC(O)=CC=3)C2=O)CCCC1.BrC[C:26]1[CH:27]=[C:28]([B:32]([OH:34])[OH:33])[CH:29]=[CH:30][CH:31]=1. The catalyst is CC(C)=O. The product is [C:28]1([B:32]([OH:34])[OH:33])[CH:29]=[CH:30][CH:31]=[CH:26][CH:27]=1. The yield is 0.850.